Predict the product of the given reaction. From a dataset of Forward reaction prediction with 1.9M reactions from USPTO patents (1976-2016). (1) Given the reactants BrC1C=C2C(=CC=1)C=C([C:12]1[CH:24]=[CH:23][C:15]3[O:16][C:17]4[CH:22]=[CH:21][CH:20]=[CH:19][C:18]=4[C:14]=3[CH:13]=1)C=C2.[CH2:25]([Li])[CH2:26][CH2:27][CH3:28].[B:30](OC(C)C)([O:35]C(C)C)[O:31]C(C)C.Cl.[CH3:44][CH2:45][CH2:46][CH2:47][CH2:48][CH3:49], predict the reaction product. The product is: [CH:13]1[C:14]2[C:18]3[CH:19]=[CH:20][CH:21]=[CH:22][C:17]=3[O:16][C:15]=2[CH:23]=[CH:24][C:12]=1[C:26]1[CH:27]=[C:28]2[C:48](=[CH:49][CH:25]=1)[CH:47]=[C:46]([B:30]([OH:35])[OH:31])[CH:45]=[CH:44]2. (2) Given the reactants [C:1]([NH:4][C:5]([CH2:16][C:17]([C:19]1[CH:24]=[CH:23][C:22]([O:25][C:26]2[CH:31]=[CH:30][C:29]([C:32]3[N:33]=[C:34]([CH:37]([CH3:39])[CH3:38])[O:35][CH:36]=3)=[CH:28][CH:27]=2)=[CH:21][CH:20]=1)=[O:18])([C:11](OCC)=[O:12])[C:6](OCC)=[O:7])(=[O:3])[CH3:2].OP([O-])([O-])=O.[K+].[K+].[BH4-].[Na+].[OH-].[Na+], predict the reaction product. The product is: [OH:7][CH2:6][C:5]([NH:4][C:1](=[O:3])[CH3:2])([CH2:11][OH:12])[CH2:16][CH:17]([OH:18])[C:19]1[CH:24]=[CH:23][C:22]([O:25][C:26]2[CH:31]=[CH:30][C:29]([C:32]3[N:33]=[C:34]([CH:37]([CH3:38])[CH3:39])[O:35][CH:36]=3)=[CH:28][CH:27]=2)=[CH:21][CH:20]=1. (3) Given the reactants C1([O:7][C:8](=O)[NH:9][CH2:10][CH:11]2[CH2:16][CH2:15][C:14]([N:23]([CH3:25])[CH3:24])([C:17]3[CH:22]=[CH:21][CH:20]=[CH:19][CH:18]=3)[CH2:13][CH2:12]2)C=CC=CC=1.[NH:27]1[CH2:32][CH2:31][CH:30]([C:33]2[C:41]3[C:36](=[CH:37][CH:38]=[CH:39][CH:40]=3)[NH:35][CH:34]=2)[CH2:29][CH2:28]1, predict the reaction product. The product is: [CH3:24][N:23]([CH3:25])[C:14]1([C:17]2[CH:18]=[CH:19][CH:20]=[CH:21][CH:22]=2)[CH2:15][CH2:16][CH:11]([CH2:10][NH:9][C:8]([N:27]2[CH2:32][CH2:31][CH:30]([C:33]3[C:41]4[C:36](=[CH:37][CH:38]=[CH:39][CH:40]=4)[NH:35][CH:34]=3)[CH2:29][CH2:28]2)=[O:7])[CH2:12][CH2:13]1. (4) Given the reactants [Cl:1][C:2]1[CH:7]=[CH:6][C:5]([C@H:8]2[NH:19][C:18](=[O:20])[CH2:17][CH2:16][CH:15]=[CH:14][CH2:13][C@@H:12]([CH2:21][C:22]([O:24]C(C)(C)C)=O)[C:11](=[O:29])[O:10][CH2:9]2)=[CH:4][CH:3]=1.FC(F)(F)C(O)=O.[Cl:37][C:38]1[CH:43]=[CH:42][C:41]([C@H:44]2[NH:55]C(=O)CCC=CC[C@@H](CC(O)=O)C(=O)OC2)=[CH:40][CH:39]=1.ClC1C=CC(CN)=CC=1, predict the reaction product. The product is: [Cl:37][C:38]1[CH:43]=[CH:42][C:41]([CH2:44][NH:55][C:22](=[O:24])[CH2:21][C@H:12]2[C:11](=[O:29])[O:10][CH2:9][C@@H:8]([C:5]3[CH:4]=[CH:3][C:2]([Cl:1])=[CH:7][CH:6]=3)[NH:19][C:18](=[O:20])[CH2:17][CH2:16][CH:15]=[CH:14][CH2:13]2)=[CH:40][CH:39]=1. (5) The product is: [CH3:12][N:13]([CH3:28])[CH2:14][CH2:15][NH:16][C:17]([C:19]1[C:23]([CH3:24])=[C:22]([CH:25]=[C:5]2[C:4]3[C:8](=[CH:9][CH:10]=[C:2]([F:1])[CH:3]=3)[NH:7][C:6]2=[O:11])[NH:21][C:20]=1[CH3:27])=[O:18]. Given the reactants [F:1][C:2]1[CH:3]=[C:4]2[C:8](=[CH:9][CH:10]=1)[NH:7][C:6](=[O:11])[CH2:5]2.[CH3:12][N:13]([CH3:28])[CH2:14][CH2:15][NH:16][C:17]([C:19]1[C:23]([CH3:24])=[C:22]([CH:25]=O)[NH:21][C:20]=1[CH3:27])=[O:18], predict the reaction product. (6) Given the reactants [F:1][C:2]1[CH:26]=[CH:25][C:5]([CH2:6][C:7]2[C:16]([O:17][CH3:18])=[CH:15][CH:14]=[C:13]3[C:8]=2[C:9](=[O:24])[N:10]([CH2:20][CH2:21][CH2:22][OH:23])[C:11](=[O:19])[NH:12]3)=[CH:4][CH:3]=1.CI.[C:29]([O-])([O-])=O.[K+].[K+], predict the reaction product. The product is: [F:1][C:2]1[CH:3]=[CH:4][C:5]([CH2:6][C:7]2[C:16]([O:17][CH3:18])=[CH:15][CH:14]=[C:13]3[C:8]=2[C:9](=[O:24])[N:10]([CH2:20][CH2:21][CH2:22][OH:23])[C:11](=[O:19])[N:12]3[CH3:29])=[CH:25][CH:26]=1. (7) Given the reactants C1C=CC2OC(=O)NC(=O)C=2C=1.C([O:15][C:16](=[O:32])[CH:17]([CH2:23][CH2:24][CH2:25][CH2:26][CH2:27][CH2:28][CH2:29][CH2:30]Br)C(OCC)=O)C.C(=O)([O-])[O-].[Na+].[Na+], predict the reaction product. The product is: [C:16]([OH:32])(=[O:15])[CH2:17][CH2:23][CH2:24][CH2:25][CH2:26][CH2:27][CH2:28][CH2:29][CH3:30].